Dataset: Peptide-MHC class I binding affinity with 185,985 pairs from IEDB/IMGT. Task: Regression. Given a peptide amino acid sequence and an MHC pseudo amino acid sequence, predict their binding affinity value. This is MHC class I binding data. (1) The peptide sequence is LIQYRQQLEL. The MHC is HLA-A02:01 with pseudo-sequence HLA-A02:01. The binding affinity (normalized) is 0. (2) The peptide sequence is GRHRILDIYL. The MHC is Mamu-B03 with pseudo-sequence Mamu-B03. The binding affinity (normalized) is 0.552.